This data is from Forward reaction prediction with 1.9M reactions from USPTO patents (1976-2016). The task is: Predict the product of the given reaction. (1) Given the reactants [CH3:1][N:2]([CH2:14][C:15]([O:17]CC)=[O:16])[NH:3][C:4](=[O:13])[NH:5][CH2:6][C:7]1[CH:12]=[CH:11][CH:10]=[CH:9][CH:8]=1.O.[OH-].[Li+], predict the reaction product. The product is: [CH2:6]([NH:5][C:4]([NH:3][N:2]([CH2:14][C:15]([OH:17])=[O:16])[CH3:1])=[O:13])[C:7]1[CH:8]=[CH:9][CH:10]=[CH:11][CH:12]=1. (2) Given the reactants Br[CH2:2][C:3]([C:5]1[CH:10]=[CH:9][CH:8]=[C:7]([C:11]([F:14])([F:13])[F:12])[CH:6]=1)=O.[NH2:15][C:16](=[S:22])[C:17]([O:19][CH2:20][CH3:21])=[O:18], predict the reaction product. The product is: [F:12][C:11]([F:14])([F:13])[C:7]1[CH:6]=[C:5]([C:3]2[N:15]=[C:16]([C:17]([O:19][CH2:20][CH3:21])=[O:18])[S:22][CH:2]=2)[CH:10]=[CH:9][CH:8]=1. (3) Given the reactants N#N.[C:3]([CH2:22][CH2:23][S:24][CH2:25][CH2:26][NH2:27])([C:6]([C:9]([C:12]([C:15]([C:18]([F:21])([F:20])[F:19])([F:17])[F:16])([F:14])[F:13])([F:11])[F:10])([F:8])[F:7])([F:5])[F:4].CN(C)C.Cl[C:33](OCC)=[O:34].C[Si](Cl)(Cl)Cl, predict the reaction product. The product is: [C:3]([CH2:22][CH2:23][S:24][CH2:25][CH2:26][N:27]=[C:33]=[O:34])([C:6]([C:9]([C:12]([C:15]([C:18]([F:19])([F:20])[F:21])([F:16])[F:17])([F:14])[F:13])([F:11])[F:10])([F:8])[F:7])([F:5])[F:4]. (4) The product is: [O:18]1[CH2:19][CH2:20][N:15]([C:8]2[CH:9]=[CH:10][C:11]([N+:12]([O-:14])=[O:13])=[C:6]([CH:7]=2)[CH:2]=[O:1])[CH2:16][CH2:17]1. Given the reactants [O:1]1CCO[CH:2]1[C:6]1[CH:7]=[C:8]([N:15]2[CH2:20][CH2:19][O:18][CH2:17][CH2:16]2)[CH:9]=[CH:10][C:11]=1[N+:12]([O-:14])=[O:13].C1(C)C=CC(S(O)(=O)=O)=CC=1.C(OCC)(=O)C, predict the reaction product. (5) Given the reactants C[O:2][C:3](=[O:20])[N:4]([CH2:15][C@@H:16](O)[CH2:17][OH:18])[CH2:5][C:6]1[CH:11]=[CH:10][CH:9]=[C:8]([CH:12]([CH3:14])[CH3:13])[CH:7]=1.[NH4+].[Cl-].O, predict the reaction product. The product is: [OH:18][CH2:17][C@@H:16]1[O:20][C:3](=[O:2])[N:4]([CH2:5][C:6]2[CH:11]=[CH:10][CH:9]=[C:8]([CH:12]([CH3:13])[CH3:14])[CH:7]=2)[CH2:15]1. (6) Given the reactants [C:1]1(C)[CH:6]=[CH:5][C:4]([CH:7]([C:14]2[CH:19]=[CH:18][C:17](C)=[CH:16][CH:15]=2)[S:8]([CH2:10][C:11]([NH2:13])=[O:12])=[O:9])=[CH:3][CH:2]=1.[Br:22]C1C=C(C(C2C=CC=CC=2)SCC(N)=O)C=CC=1, predict the reaction product. The product is: [Br:22][C:2]1[CH:3]=[C:4]([CH:7]([C:14]2[CH:19]=[CH:18][CH:17]=[CH:16][CH:15]=2)[S:8]([CH2:10][C:11]([NH2:13])=[O:12])=[O:9])[CH:5]=[CH:6][CH:1]=1. (7) Given the reactants [CH2:1]([C:3](=[CH2:14])[CH2:4][CH2:5][CH2:6][C:7]1[CH:12]=[CH:11][CH:10]=[CH:9][C:8]=1I)[CH3:2].[F:15][C:16]([F:34])([F:33])[C:17](O)(CC1(C)C2C(=CC=CC=2)CCC1)[CH:18]=O.C1(P(C2C=CC=CC=2)C2C=CC=CC=2)C=CC=CC=1, predict the reaction product. The product is: [CH2:1]([C:3]1([CH2:14][C:17]([C:16]([F:34])([F:33])[F:15])=[CH2:18])[C:12]2[C:7](=[CH:8][CH:9]=[CH:10][CH:11]=2)[CH2:6][CH2:5][CH2:4]1)[CH3:2]. (8) Given the reactants Cl.[C:2]1([C:8](=[NH:10])[NH2:9])[CH:7]=[CH:6][CH:5]=[CH:4][CH:3]=1.O=[C:12]1[CH2:17][CH2:16][N:15]([C:18]([O:20][C:21]([CH3:24])([CH3:23])[CH3:22])=[O:19])[CH2:14][CH:13]1[C:25](OCC)=[O:26].CO.C(=O)([O-])[O-].[K+].[K+], predict the reaction product. The product is: [OH:26][C:25]1[C:13]2[CH2:14][N:15]([C:18]([O:20][C:21]([CH3:24])([CH3:23])[CH3:22])=[O:19])[CH2:16][CH2:17][C:12]=2[N:10]=[C:8]([C:2]2[CH:7]=[CH:6][CH:5]=[CH:4][CH:3]=2)[N:9]=1.